This data is from Full USPTO retrosynthesis dataset with 1.9M reactions from patents (1976-2016). The task is: Predict the reactants needed to synthesize the given product. (1) Given the product [CH2:14]([O:21][C:22]1[CH:27]=[CH:26][C:25]([C:2]2[CH:7]=[CH:6][N:5]=[C:4]([NH:8][CH:9]3[CH2:13][CH2:12][CH2:11][CH2:10]3)[N:3]=2)=[CH:24][CH:23]=1)[C:15]1[CH:20]=[CH:19][CH:18]=[CH:17][CH:16]=1, predict the reactants needed to synthesize it. The reactants are: Cl[C:2]1[CH:7]=[CH:6][N:5]=[C:4]([NH:8][CH:9]2[CH2:13][CH2:12][CH2:11][CH2:10]2)[N:3]=1.[CH2:14]([O:21][C:22]1[CH:27]=[CH:26][C:25](B(O)O)=[CH:24][CH:23]=1)[C:15]1[CH:20]=[CH:19][CH:18]=[CH:17][CH:16]=1.C(=O)([O-])[O-].[Na+].[Na+]. (2) Given the product [S:2]([C:5]1[CH:10]=[CH:9][C:8]([C:11]2[C:12](=[O:22])[O:13][CH2:14][C:15]=2[C:16]2[CH:21]=[CH:20][CH:19]=[CH:18][CH:17]=2)=[CH:7][CH:6]=1)(=[O:4])(=[O:3])[NH2:24], predict the reactants needed to synthesize it. The reactants are: C[S:2]([C:5]1[CH:10]=[CH:9][C:8]([C:11]2[C:12](=[O:22])[O:13][CH2:14][C:15]=2[C:16]2[CH:21]=[CH:20][CH:19]=[CH:18][CH:17]=2)=[CH:7][CH:6]=1)(=[O:4])=[O:3].S(C1C=CC(CC(O)=O)=CC=1)(=O)(=O)[NH2:24].BrCC(C1C=CC=CC=1)=O. (3) Given the product [N:13]1[CH:14]=[CH:15][N:11]2[CH2:12][C@@H:8]([OH:7])[CH2:9][C:10]=12, predict the reactants needed to synthesize it. The reactants are: Cl.C([Si](C)(C)[O:7][C@@H:8]1[CH2:12][N:11]=[C:10]([NH:13][CH2:14][CH:15](OCC)OCC)[CH2:9]1)(C)(C)C. (4) Given the product [N+:1]([C:4]1[CH:5]=[CH:6][C:7]([O:12][CH2:18][C:19]([O:21][CH2:22][CH3:23])=[O:20])=[CH:8][CH:9]=1)([O-:3])=[O:2], predict the reactants needed to synthesize it. The reactants are: [N+:1]([C:4]1[CH:5]=[C:6](O)[CH:7]=[CH:8][CH:9]=1)([O-:3])=[O:2].C([O-])([O-])=[O:12].[K+].[K+].Br[CH2:18][C:19]([O:21][CH2:22][CH3:23])=[O:20].